The task is: Predict the reaction yield, written as a fraction of the theoretical maximum amount of product (1.0 means a 100% yield; for example, 0.34 means a 34% yield).. This data is from Reaction yield outcomes from USPTO patents with 853,638 reactions. (1) The yield is 0.896. The reactants are [CH3:1][N:2]1[CH2:7][CH2:6][N:5]([C:8]2[C:13]([N+:14]([O-])=O)=[C:12]([NH2:17])[CH:11]=[CH:10][N:9]=2)[CH2:4][CH2:3]1. The product is [CH3:1][N:2]1[CH2:7][CH2:6][N:5]([C:8]2[C:13]([NH2:14])=[C:12]([NH2:17])[CH:11]=[CH:10][N:9]=2)[CH2:4][CH2:3]1. The catalyst is CO.[Pd]. (2) The reactants are [CH2:1]([O:8][C:9]1[CH:14]=[CH:13][C:12]([C@@H:15]([OH:18])[CH2:16][Br:17])=[CH:11][C:10]=1[N+:19]([O-])=O)[C:2]1[CH:7]=[CH:6][CH:5]=[CH:4][CH:3]=1.[CH:22](O)=[O:23].C(OC(=O)C)(=O)C. The catalyst is C1COCC1.C1(C)C=CC=CC=1.O=[Pt]=O. The product is [CH2:1]([O:8][C:9]1[CH:14]=[CH:13][C:12]([C@@H:15]([OH:18])[CH2:16][Br:17])=[CH:11][C:10]=1[NH:19][CH:22]=[O:23])[C:2]1[CH:7]=[CH:6][CH:5]=[CH:4][CH:3]=1. The yield is 0.630. (3) The reactants are Cl.CN(C)CCCN=C=NCC.[Cl:13][C:14]1[CH:15]=[CH:16][C:17]([C:20]([OH:22])=O)=[N:18][CH:19]=1.[CH3:23][C:24]1[C:25]([NH2:39])=[N:26][C:27]2([C:37]3[C:32](=[CH:33][CH:34]=[C:35]([NH2:38])[CH:36]=3)[O:31][CH2:30][CH2:29]2)[N:28]=1.Cl. The catalyst is C(Cl)Cl.CN(C=O)C. The product is [NH2:39][C:25]1[C:24]([CH3:23])=[N:28][C:27]2([C:37]3[C:32](=[CH:33][CH:34]=[C:35]([NH:38][C:20](=[O:22])[C:17]4[CH:16]=[CH:15][C:14]([Cl:13])=[CH:19][N:18]=4)[CH:36]=3)[O:31][CH2:30][CH2:29]2)[N:26]=1. The yield is 0.310. (4) The reactants are [CH3:1][C:2]1[O:6][N:5]=[C:4]([C:7]2[CH:12]=[CH:11][CH:10]=[CH:9][CH:8]=2)[C:3]=1[CH2:13][O:14][C:15]1[CH:23]=[CH:22][C:18]([C:19]([OH:21])=O)=[CH:17][N:16]=1.[F:24][C:25]1[CH:31]=[CH:30][C:28]([NH2:29])=[CH:27][CH:26]=1. No catalyst specified. The product is [F:24][C:25]1[CH:31]=[CH:30][C:28]([NH:29][C:19](=[O:21])[C:18]2[CH:22]=[CH:23][C:15]([O:14][CH2:13][C:3]3[C:4]([C:7]4[CH:8]=[CH:9][CH:10]=[CH:11][CH:12]=4)=[N:5][O:6][C:2]=3[CH3:1])=[N:16][CH:17]=2)=[CH:27][CH:26]=1. The yield is 0.840. (5) The reactants are [CH:1]12[CH2:7][CH:4]([CH:5]=[CH:6]1)[C:3](=[O:8])[NH:2]2.[CH3:9][OH:10].[ClH:11]. The catalyst is C1(C)C=CC=CC=1. The product is [ClH:11].[CH3:9][O:10][C:3]([C@H:4]1[CH2:7][C@@H:1]([NH2:2])[CH:6]=[CH:5]1)=[O:8]. The yield is 0.944. (6) The reactants are [Na].C(O[C:5](=[O:11])[C:6]([O:8][CH2:9]C)=[O:7])C.[CH3:12][C:13]1[CH:18]=[CH:17][C:16]([C:19](=[O:21])[CH3:20])=[CH:15][CH:14]=1. The catalyst is CO.CC(OC)(C)C. The product is [CH3:12][C:13]1[CH:18]=[CH:17][C:16]([C:19](=[O:21])[CH2:20][C:5](=[O:11])[C:6]([O:8][CH3:9])=[O:7])=[CH:15][CH:14]=1. The yield is 0.460. (7) The reactants are [CH2:1]([O:3][C:4](=[O:44])[CH2:5][CH2:6][CH2:7][O:8][C:9]1[CH:14]=[CH:13][CH:12]=[C:11]([CH2:15][CH2:16][CH2:17][CH2:18][CH2:19][CH2:20][O:21][C:22]2[CH:27]=[C:26](Br)[CH:25]=[C:24]([O:29][CH2:30][C:31]3[CH:36]=[CH:35][CH:34]=[CH:33][CH:32]=3)[CH:23]=2)[C:10]=1[CH2:37][CH2:38][C:39]([O:41][CH2:42][CH3:43])=[O:40])[CH3:2].[S:45]1[CH:49]=[CH:48][C:47](B(O)O)=[CH:46]1.C(=O)([O-])[O-].[Cs+].[Cs+]. The catalyst is C1C=CC(P(C2C=CC=CC=2)[C-]2C=CC=C2)=CC=1.C1C=CC(P(C2C=CC=CC=2)[C-]2C=CC=C2)=CC=1.Cl[Pd]Cl.[Fe+2]. The product is [CH2:1]([O:3][C:4](=[O:44])[CH2:5][CH2:6][CH2:7][O:8][C:9]1[CH:14]=[CH:13][CH:12]=[C:11]([CH2:15][CH2:16][CH2:17][CH2:18][CH2:19][CH2:20][O:21][C:22]2[CH:27]=[C:26]([C:47]3[CH:48]=[CH:49][S:45][CH:46]=3)[CH:25]=[C:24]([O:29][CH2:30][C:31]3[CH:36]=[CH:35][CH:34]=[CH:33][CH:32]=3)[CH:23]=2)[C:10]=1[CH2:37][CH2:38][C:39]([O:41][CH2:42][CH3:43])=[O:40])[CH3:2]. The yield is 0.670. (8) The reactants are [Cl:1][C:2]1[CH:33]=[CH:32][CH:31]=[C:30]([F:34])[C:3]=1[C:4]([NH:6][C:7]1[CH:29]=[CH:28][C:10]2[O:11][C@@H:12]([CH2:26][OH:27])[CH2:13][N:14]([S:15]([C:18]3[CH:23]=[CH:22][CH:21]=[C:20]([C:24]#[N:25])[CH:19]=3)(=[O:17])=[O:16])[C:9]=2[CH:8]=1)=[O:5].C(N(CC)C(C)C)(C)C.[CH3:44][S:45](O[S:45]([CH3:44])(=[O:47])=[O:46])(=[O:47])=[O:46]. The catalyst is ClCCl.C(OCC)(=O)C. The product is [CH3:44][S:45]([O:27][CH2:26][C@@H:12]1[O:11][C:10]2[CH:28]=[CH:29][C:7]([NH:6][C:4](=[O:5])[C:3]3[C:30]([F:34])=[CH:31][CH:32]=[CH:33][C:2]=3[Cl:1])=[CH:8][C:9]=2[N:14]([S:15]([C:18]2[CH:23]=[CH:22][CH:21]=[C:20]([C:24]#[N:25])[CH:19]=2)(=[O:17])=[O:16])[CH2:13]1)(=[O:47])=[O:46]. The yield is 0.990.